This data is from CYP2C19 inhibition data for predicting drug metabolism from PubChem BioAssay. The task is: Regression/Classification. Given a drug SMILES string, predict its absorption, distribution, metabolism, or excretion properties. Task type varies by dataset: regression for continuous measurements (e.g., permeability, clearance, half-life) or binary classification for categorical outcomes (e.g., BBB penetration, CYP inhibition). Dataset: cyp2c19_veith. (1) The compound is FC(F)(F)c1ccccc1-c1cncnc1NCc1cccnc1. The result is 1 (inhibitor). (2) The drug is COc1cc(NC(=O)c2c(F)cccc2F)nc(OC)n1. The result is 0 (non-inhibitor). (3) The drug is Cc1cc2c(cc1S(N)(=O)=O)S(=O)(=O)CCC2. The result is 0 (non-inhibitor). (4) The molecule is COC(=O)CSc1ccc(C#N)c(SCC(=O)OC)c1. The result is 1 (inhibitor). (5) The molecule is COc1ccc(CNc2nc(-c3ccc(C(=O)N(C)C)cc3)nc3ccccc23)c(OC)c1. The result is 1 (inhibitor).